This data is from TCR-epitope binding with 47,182 pairs between 192 epitopes and 23,139 TCRs. The task is: Binary Classification. Given a T-cell receptor sequence (or CDR3 region) and an epitope sequence, predict whether binding occurs between them. The epitope is NLSALGIFST. The TCR CDR3 sequence is CASSTRAGTPTDTQYF. Result: 1 (the TCR binds to the epitope).